Dataset: Forward reaction prediction with 1.9M reactions from USPTO patents (1976-2016). Task: Predict the product of the given reaction. (1) Given the reactants I[C:2]1[CH:3]=[C:4]2[C:8](=[CH:9][CH:10]=1)[C:7](=[O:11])[N:6]([CH2:12][CH2:13][N:14]1[CH2:19][CH2:18][O:17][CH2:16][CH2:15]1)[CH2:5]2.[S:20]1[CH:24]=[CH:23][CH:22]=[C:21]1[CH:25]1[O:29][CH2:28][CH2:27][O:26]1, predict the reaction product. The product is: [O:26]1[CH2:27][CH2:28][O:29][CH:25]1[C:21]1[S:20][C:24]([C:2]2[CH:3]=[C:4]3[C:8](=[CH:9][CH:10]=2)[C:7](=[O:11])[N:6]([CH2:12][CH2:13][N:14]2[CH2:19][CH2:18][O:17][CH2:16][CH2:15]2)[CH2:5]3)=[CH:23][CH:22]=1. (2) Given the reactants [Al+3].[Cl-].[Cl-].[Cl-].[Na+].[Cl-].[OH:7][C:8]1[C:9](=[O:21])[C:10]2[C:15]([C:16](=[O:18])[CH:17]=1)=[CH:14][CH:13]=[C:12]([O:19]C)[CH:11]=2, predict the reaction product. The product is: [OH:7][C:8]1[C:9](=[O:21])[C:10]2[C:15]([C:16](=[O:18])[CH:17]=1)=[CH:14][CH:13]=[C:12]([OH:19])[CH:11]=2. (3) Given the reactants Cl[C:2]1[CH:10]=[CH:9][C:5]([C:6](Cl)=[O:7])=[CH:4][N:3]=1.[CH3:11][N:12]1[CH2:18][CH2:17][CH2:16][NH:15][CH2:14][CH2:13]1.CCN(CC)CC.C([O-])([O-])=O.[Na+].[Na+].O.[Cl:33][C:34]1[N:39]=[C:38]([NH2:40])[CH:37]=[N:36][CH:35]=1.C([O-])([O-])=O.[K+].[K+], predict the reaction product. The product is: [Cl:33][C:34]1[N:39]=[C:38]([NH:40][C:2]2[CH:10]=[CH:9][C:5]([C:6]([N:15]3[CH2:16][CH2:17][CH2:18][N:12]([CH3:11])[CH2:13][CH2:14]3)=[O:7])=[CH:4][N:3]=2)[CH:37]=[N:36][CH:35]=1. (4) Given the reactants [F:1][C:2]([F:23])([F:22])[O:3][C:4]1[CH:9]=[CH:8][C:7]([S:10]([C:13]2([C:16]3[CH:21]=[CH:20][N:19]=[CH:18][CH:17]=3)[CH2:15][CH2:14]2)(=[O:12])=[O:11])=[CH:6][CH:5]=1, predict the reaction product. The product is: [F:23][C:2]([F:1])([F:22])[O:3][C:4]1[CH:5]=[CH:6][C:7]([S:10]([C:13]2([CH:16]3[CH2:21][CH2:20][NH:19][CH2:18][CH2:17]3)[CH2:15][CH2:14]2)(=[O:11])=[O:12])=[CH:8][CH:9]=1. (5) Given the reactants [C:1]1([N:7]=[C:8]=[O:9])[CH:6]=[CH:5][CH:4]=[CH:3][CH:2]=1.[Cl:10][CH2:11][C:12]1[CH:17]=[CH:16][N:15]=[C:14]([NH2:18])[CH:13]=1, predict the reaction product. The product is: [Cl:10][CH2:11][C:12]1[CH:17]=[CH:16][N:15]=[C:14]([NH:18][C:8]([NH:7][C:1]2[CH:6]=[CH:5][CH:4]=[CH:3][CH:2]=2)=[O:9])[CH:13]=1.